Dataset: Experimentally validated miRNA-target interactions with 360,000+ pairs, plus equal number of negative samples. Task: Binary Classification. Given a miRNA mature sequence and a target amino acid sequence, predict their likelihood of interaction. (1) The miRNA is mmu-miR-490-5p with sequence CCAUGGAUCUCCAGGUGGGU. The protein sequence of the target gene is MDKLTIISGCLFLAADIFAIASIANPDWINTGESAGALTVGLVRQCQTIHGRDRTCIPPRLPPEWVTTLFFIIMGIISLTVTCGLLVASHWRREATKYARWIAFTGMILFCMAALIFPIGFYINEVGGQPYKLPNNTVVGSSYVLFVLSIFFTIVGLLFAGKVCLPG. Result: 0 (no interaction). (2) The miRNA is mmu-miR-466b-3p with sequence AUACAUACACGCACACAUAAGA. The protein sequence of the target gene is MAENADDDLNSNLLHAPYLTGDPQLDTAIGQWLRWDKNPKTKEQIENLLRNGMNKELRDRLCCRMTFGTAGLRSAMGAGFCYINDLTVIQSTQGMYKYLERCFSDFKQRGFVVGYDTRGQVTSSCSSQRLAKLTAAVLLAKDIPVYLFSRYVPTPFVPYAVQELKAVAGVMITASHNRKEDNGYKVYWETGAQITSPHDKEILKCIEECVEPWNDSWNDNLVDTSPLKKDPLQDICKKYMEDLKKICFYRDLNSKTTLKFVHTSFHGVGHDYVQLAFQVFGFKPPIPVPEQKDPDPDFST.... Result: 1 (interaction).